Dataset: Full USPTO retrosynthesis dataset with 1.9M reactions from patents (1976-2016). Task: Predict the reactants needed to synthesize the given product. (1) The reactants are: [CH3:1][N:2]([CH3:12])[C:3]1[CH:8]=[CH:7][CH:6]=[C:5]([N+:9]([O-:11])=[O:10])[CH:4]=1.[Cl:13]N1C(=O)CCC1=O. Given the product [CH3:1][N:2]([CH3:12])[C:3]1[CH:8]=[CH:7][CH:6]=[C:5]([N+:9]([O-:11])=[O:10])[C:4]=1[Cl:13], predict the reactants needed to synthesize it. (2) Given the product [CH:1]([N:4]1[C:12]2[CH:11]=[C:10]([NH:13][C:21]3[CH:26]=[CH:25][N:24]=[C:23]([C:27]4[CH:28]=[N:29][N:30]([S:32]([CH:35]5[CH2:36][O:37][CH2:38]5)(=[O:33])=[O:34])[CH:31]=4)[N:22]=3)[N:9]=[CH:8][C:7]=2[N:6]=[C:5]1[CH3:39])([CH3:3])[CH3:2], predict the reactants needed to synthesize it. The reactants are: [CH:1]([N:4]1[C:12]2[CH:11]=[C:10]([N:13]([C:21]3[CH:26]=[CH:25][N:24]=[C:23]([C:27]4[CH:28]=[N:29][N:30]([S:32]([CH:35]5[CH2:38][O:37][CH2:36]5)(=[O:34])=[O:33])[CH:31]=4)[N:22]=3)C(=O)OC(C)(C)C)[N:9]=[CH:8][C:7]=2[N:6]=[C:5]1[CH3:39])([CH3:3])[CH3:2].FC(F)(F)C(O)=O.C(=O)(O)[O-].[Na+]. (3) Given the product [C:32]([O:36][C:37]([N:39]([CH2:41][CH2:42][CH2:43][N:8]1[CH2:9][CH2:10][CH:11]([CH2:14][N:15]2[C:23]([O:24][CH3:25])=[N:22][C:21]3[C:16]2=[N:17][C:18]([O:27][CH2:28][CH2:29][O:30][CH3:31])=[N:19][C:20]=3[NH2:26])[CH2:12][CH2:13]1)[CH3:40])=[O:38])([CH3:35])([CH3:34])[CH3:33], predict the reactants needed to synthesize it. The reactants are: C(OC([N:8]1[CH2:13][CH2:12][CH:11]([CH2:14][N:15]2[C:23]([O:24][CH3:25])=[N:22][C:21]3[C:16]2=[N:17][C:18]([O:27][CH2:28][CH2:29][O:30][CH3:31])=[N:19][C:20]=3[NH2:26])[CH2:10][CH2:9]1)=O)(C)(C)C.[C:32]([O:36][C:37]([N:39]([CH2:41][CH2:42][CH2:43]Cl)[CH3:40])=[O:38])([CH3:35])([CH3:34])[CH3:33].C(=O)([O-])[O-].[K+].[K+]. (4) Given the product [C:1]([C:3]1[CH:4]=[CH:5][C:6]([CH:9]2[N:14]3[N:15]=[C:16]([NH:18][C:19](=[O:24])[C:20]([F:22])([F:21])[F:23])[N:17]=[C:13]3[N:12]([C:37]3[CH:36]=[CH:35][CH:34]=[C:33]([C:32]([F:43])([F:42])[F:31])[CH:38]=3)[C:11]([CH3:25])=[C:10]2[C:26]([O:28][CH2:29][CH3:30])=[O:27])=[CH:7][CH:8]=1)#[N:2], predict the reactants needed to synthesize it. The reactants are: [C:1]([C:3]1[CH:8]=[CH:7][C:6]([CH:9]2[N:14]3[N:15]=[C:16]([NH:18][C:19](=[O:24])[C:20]([F:23])([F:22])[F:21])[N:17]=[C:13]3[NH:12][C:11]([CH3:25])=[C:10]2[C:26]([O:28][CH2:29][CH3:30])=[O:27])=[CH:5][CH:4]=1)#[N:2].[F:31][C:32]([F:43])([F:42])[C:33]1[CH:34]=[C:35](B(O)O)[CH:36]=[CH:37][CH:38]=1.N1C=CC=CC=1.C(N(CC)CC)C. (5) Given the product [Cl:38][C:35]([F:36])([F:37])[O:34][C:31]1[CH:30]=[CH:29][C:28]([NH:27][C:25](=[O:26])[C:24]2[CH:23]=[CH:22][C:41]([N:42]3[CH2:43][C@H:44]([OH:48])[C@@H:45]([OH:47])[CH2:46]3)=[C:40]([C:11]3[NH:7][N:8]=[CH:9][CH:10]=3)[CH:39]=2)=[CH:33][CH:32]=1, predict the reactants needed to synthesize it. The reactants are: O1CCCCC1[N:7]1[C:11](B2OC(C)(C)C(C)(C)O2)=[CH:10][CH:9]=[N:8]1.Br[C:22]1[CH:23]=[C:24]([CH:39]=[CH:40][C:41]=1[N:42]1[CH2:46][C@H:45]([OH:47])[C@@H:44]([OH:48])[CH2:43]1)[C:25]([NH:27][C:28]1[CH:33]=[CH:32][C:31]([O:34][C:35]([Cl:38])([F:37])[F:36])=[CH:30][CH:29]=1)=[O:26].C([O-])([O-])=O.[Na+].[Na+].C(O)(C(F)(F)F)=O. (6) Given the product [F:1][C:2]1[CH:7]=[CH:6][C:5]([C:8]([N:10]2[CH2:15][CH2:14][CH2:13][C@H:12]([O:16][C:26](=[O:27])[NH:25][C:22]3[CH:21]=[CH:20][C:19]([O:18][CH3:17])=[CH:24][CH:23]=3)[CH2:11]2)=[O:9])=[CH:4][CH:3]=1, predict the reactants needed to synthesize it. The reactants are: [F:1][C:2]1[CH:7]=[CH:6][C:5]([C:8]([N:10]2[CH2:15][CH2:14][CH2:13][C@H:12]([OH:16])[CH2:11]2)=[O:9])=[CH:4][CH:3]=1.[CH3:17][O:18][C:19]1[CH:24]=[CH:23][C:22]([N:25]=[C:26]=[O:27])=[CH:21][CH:20]=1. (7) Given the product [CH:1]1([O:6][C:7]2[CH:8]=[C:9]([C:12]([F:17])=[CH:13][C:14]=2[O:15][CH3:16])[C:10]([OH:20])=[O:11])[CH2:5][CH2:4][CH2:3][CH2:2]1, predict the reactants needed to synthesize it. The reactants are: [CH:1]1([O:6][C:7]2[CH:8]=[C:9]([C:12]([F:17])=[CH:13][C:14]=2[O:15][CH3:16])[CH:10]=[O:11])[CH2:5][CH2:4][CH2:3][CH2:2]1.S(=O)(=O)([OH:20])N.Cl([O-])=O.[Na+].